Dataset: Forward reaction prediction with 1.9M reactions from USPTO patents (1976-2016). Task: Predict the product of the given reaction. (1) Given the reactants [CH:1]1([C:4]2[C:5]([N:16]3[CH2:21][CH2:20][CH2:19][CH2:18][CH2:17]3)=[CH:6][C:7]([O:14][CH3:15])=[C:8]([CH:13]=2)[C:9](OC)=[O:10])[CH2:3][CH2:2]1.CC(OI1(OC(C)=O)(OC(C)=O)OC(=O)C2C=CC=CC1=2)=O, predict the reaction product. The product is: [CH:1]1([C:4]2[C:5]([N:16]3[CH2:17][CH2:18][CH2:19][CH2:20][CH2:21]3)=[CH:6][C:7]([O:14][CH3:15])=[C:8]([CH:13]=2)[CH:9]=[O:10])[CH2:3][CH2:2]1. (2) Given the reactants [CH2:1]([C:4]1([C:18]2[CH:23]=[CH:22][CH:21]=[CH:20][CH:19]=2)[O:9][C:8](=[O:10])[N:7]([C:11]2[CH:16]=[CH:15][CH:14]=[C:13](Br)[CH:12]=2)[CH2:6][CH2:5]1)[CH:2]=[CH2:3].[F:24][C:25]1[CH:30]=[C:29]([F:31])[CH:28]=[CH:27][C:26]=1B(O)O.C([O-])([O-])=O.[K+].[K+], predict the reaction product. The product is: [CH2:1]([C:4]1([C:18]2[CH:23]=[CH:22][CH:21]=[CH:20][CH:19]=2)[O:9][C:8](=[O:10])[N:7]([C:11]2[CH:12]=[C:13]([C:28]3[CH:27]=[CH:26][C:25]([F:24])=[CH:30][C:29]=3[F:31])[CH:14]=[CH:15][CH:16]=2)[CH2:6][CH2:5]1)[CH:2]=[CH2:3]. (3) Given the reactants [C:1]([O:5][C:6]([N:8]1[CH2:13][CH:12]=[C:11]([C:14]2[CH:15]=[CH:16][C:17]3[O:26][CH2:25][CH2:24]C4N(N=C(C5N(CC(F)(F)F)N=CN=5)C=4)[C:18]=3[CH:37]=2)[CH2:10][CH2:9]1)=[O:7])([CH3:4])([CH3:3])[CH3:2].BrC1C=CC2OCC[C:48]3[C:44](=[N:45][N:46]([C:52]4[N:53]([C:57]5[CH:62]=[CH:61][CH:60]=[CH:59][C:58]=5[Cl:63])[N:54]=[CH:55][N:56]=4)[CH:47]=3)C=2C=1, predict the reaction product. The product is: [C:1]([O:5][C:6]([N:8]1[CH2:13][CH:12]=[C:11]([C:14]2[CH:15]=[CH:16][C:17]3[O:26][CH2:25][CH2:24][C:48]4[C:44](=[N:45][N:46]([C:52]5[N:53]([C:57]6[CH:62]=[CH:61][CH:60]=[CH:59][C:58]=6[Cl:63])[N:54]=[CH:55][N:56]=5)[CH:47]=4)[C:18]=3[CH:37]=2)[CH2:10][CH2:9]1)=[O:7])([CH3:4])([CH3:2])[CH3:3]. (4) Given the reactants Br[C:2]1[CH:7]=[CH:6][C:5]([C:8]([N:10]2[CH2:15][CH2:14][N:13]([C:16]3[C:21]([CH3:22])=[CH:20][C:19]([CH2:23][CH3:24])=[CH:18][N:17]=3)[CH2:12][CH2:11]2)=[O:9])=[C:4]([F:25])[CH:3]=1.[CH3:26][N:27]1[C:31](=[O:32])[CH2:30][NH:29][C:28]1=[O:33], predict the reaction product. The product is: [CH2:23]([C:19]1[CH:20]=[C:21]([CH3:22])[C:16]([N:13]2[CH2:14][CH2:15][N:10]([C:8]([C:5]3[CH:6]=[CH:7][C:2]([N:29]4[CH2:30][C:31](=[O:32])[N:27]([CH3:26])[C:28]4=[O:33])=[CH:3][C:4]=3[F:25])=[O:9])[CH2:11][CH2:12]2)=[N:17][CH:18]=1)[CH3:24]. (5) Given the reactants [C:1](O)(=O)[C:2]1[C:3](=[CH:5][CH:6]=[CH:7][CH:8]=1)[NH2:4].[C:11]([C:15]1[CH:20]=[CH:19][CH:18]=[CH:17][CH:16]=1)(=O)[CH2:12][CH3:13].P(Cl)(Cl)([Cl:23])=O, predict the reaction product. The product is: [Cl:23][C:1]1[C:2]2[C:3](=[CH:5][CH:6]=[CH:7][CH:8]=2)[N:4]=[C:11]([C:15]2[CH:20]=[CH:19][CH:18]=[CH:17][CH:16]=2)[C:12]=1[CH3:13]. (6) Given the reactants [CH2:1]([O:3][C:4](=[O:20])[CH:5]([C:11]1[CH:16]=[CH:15][N:14]=[C:13]2[CH:17]=[CH:18][S:19][C:12]=12)C(OCC)=O)[CH3:2].O.[Cl-].[Li+], predict the reaction product. The product is: [CH2:1]([O:3][C:4](=[O:20])[CH2:5][C:11]1[CH:16]=[CH:15][N:14]=[C:13]2[CH:17]=[CH:18][S:19][C:12]=12)[CH3:2]. (7) Given the reactants [H-].[Al+3].[Li+].[H-].[H-].[H-].[F:7][C:8]1([F:23])[O:13][C:12]2[CH:14]=[CH:15][C:16]([C:18](O)=[O:19])=[CH:17][C:11]=2[O:10][C:9]1([F:22])[F:21].[OH-].[Na+], predict the reaction product. The product is: [F:23][C:8]1([F:7])[O:13][C:12]2[CH:14]=[CH:15][C:16]([CH2:18][OH:19])=[CH:17][C:11]=2[O:10][C:9]1([F:21])[F:22]. (8) Given the reactants [CH:1]1([CH2:4][C:5]2([CH2:15][NH2:16])[CH2:14][CH2:13][C:8]3([O:12][CH2:11][CH2:10][O:9]3)[CH2:7][CH2:6]2)[CH2:3][CH2:2]1.C(N(C(C)C)C(C)C)C.[Cl:26][C:27]1[CH:35]=[C:34]([Cl:36])[CH:33]=[CH:32][C:28]=1[C:29](Cl)=[O:30], predict the reaction product. The product is: [Cl:26][C:27]1[CH:35]=[C:34]([Cl:36])[CH:33]=[CH:32][C:28]=1[C:29]([NH:16][CH2:15][C:5]1([CH2:4][CH:1]2[CH2:3][CH2:2]2)[CH2:14][CH2:13][C:8]2([O:12][CH2:11][CH2:10][O:9]2)[CH2:7][CH2:6]1)=[O:30]. (9) Given the reactants [Cl:1][C:2]1[CH:10]=[CH:9][C:8]([C:11]2[C:12]([C@@H:23]([NH:33][C:34](=[O:51])[CH2:35][N:36]3[C:40]4[C:41]([F:46])([F:45])[C@@H:42]5[CH2:44][C@@H:43]5[C:39]=4[C:38]([C:47]([F:50])([F:49])[F:48])=[N:37]3)[CH2:24][C:25]3[CH:30]=[C:29]([F:31])[CH:28]=[C:27]([F:32])[CH:26]=3)=[N:13][C:14]([C:17]#[C:18][CH:19]([OH:22])[CH2:20]C)=[CH:15][CH:16]=2)=[C:7]2[C:3]=1[C:4]([NH:53][S:54]([CH3:57])(=[O:56])=[O:55])=[N:5][N:6]2[CH3:52].[CH3:58][O:59][CH2:60]C(C)(O)C#C, predict the reaction product. The product is: [Cl:1][C:2]1[CH:10]=[CH:9][C:8]([C:11]2[C:12]([C@@H:23]([NH:33][C:34](=[O:51])[CH2:35][N:36]3[C:40]4[C:41]([F:45])([F:46])[C@@H:42]5[CH2:44][C@@H:43]5[C:39]=4[C:38]([C:47]([F:50])([F:48])[F:49])=[N:37]3)[CH2:24][C:25]3[CH:26]=[C:27]([F:32])[CH:28]=[C:29]([F:31])[CH:30]=3)=[N:13][C:14]([C:17]#[C:18][C:19]([OH:22])([CH3:20])[CH2:58][O:59][CH3:60])=[CH:15][CH:16]=2)=[C:7]2[C:3]=1[C:4]([NH:53][S:54]([CH3:57])(=[O:56])=[O:55])=[N:5][N:6]2[CH3:52]. (10) Given the reactants [C:1]([O:4][CH2:5][CH2:6][C:7]1[CH:12]=[CH:11][C:10]([N:13]2[C:17]3[CH:18]=[C:19]([Cl:26])[C:20]([C:22]([F:25])([F:24])[F:23])=[CH:21][C:16]=3[N:15]=[C:14]2[C:27](O)([CH3:29])[CH3:28])=[CH:9][CH:8]=1)(=[O:3])[CH3:2].S(Cl)([Cl:33])=O.O, predict the reaction product. The product is: [C:1]([O:4][CH2:5][CH2:6][C:7]1[CH:12]=[CH:11][C:10]([N:13]2[C:17]3[CH:18]=[C:19]([Cl:26])[C:20]([C:22]([F:24])([F:23])[F:25])=[CH:21][C:16]=3[N:15]=[C:14]2[C:27]([Cl:33])([CH3:29])[CH3:28])=[CH:9][CH:8]=1)(=[O:3])[CH3:2].